Dataset: TCR-epitope binding with 47,182 pairs between 192 epitopes and 23,139 TCRs. Task: Binary Classification. Given a T-cell receptor sequence (or CDR3 region) and an epitope sequence, predict whether binding occurs between them. (1) The epitope is TPGPGVRYPL. The TCR CDR3 sequence is CASSKTPGTSGSSATDTQYF. Result: 0 (the TCR does not bind to the epitope). (2) The epitope is AYAQKIFKI. The TCR CDR3 sequence is CASSQVDSYGYTF. Result: 1 (the TCR binds to the epitope). (3) The epitope is AVFDRKSDAK. The TCR CDR3 sequence is CASSQEEGTPNTEAFF. Result: 1 (the TCR binds to the epitope).